Dataset: Catalyst prediction with 721,799 reactions and 888 catalyst types from USPTO. Task: Predict which catalyst facilitates the given reaction. Reactant: C(OC(=O)[NH:7][C:8]1([C:32](=[O:45])[NH:33][C@H:34]([C:38]2[CH:43]=[CH:42][C:41]([Cl:44])=[CH:40][CH:39]=2)[CH2:35][CH2:36][OH:37])[CH2:13][CH2:12][N:11]([C:14]2[C:15]3[C:29]([O:30][CH3:31])=[CH:28][N:27]=[CH:26][C:16]=3[N:17]=[C:18]([C:20]3[CH:25]=[CH:24][N:23]=[CH:22][CH:21]=3)[N:19]=2)[CH2:10][CH2:9]1)(C)(C)C.FC(F)(F)C(O)=O. Product: [Cl:44][C:41]1[CH:42]=[CH:43][C:38]([C@@H:34]([NH:33][C:32]([C:8]2([NH2:7])[CH2:13][CH2:12][N:11]([C:14]3[C:15]4[C:29]([O:30][CH3:31])=[CH:28][N:27]=[CH:26][C:16]=4[N:17]=[C:18]([C:20]4[CH:25]=[CH:24][N:23]=[CH:22][CH:21]=4)[N:19]=3)[CH2:10][CH2:9]2)=[O:45])[CH2:35][CH2:36][OH:37])=[CH:39][CH:40]=1. The catalyst class is: 583.